Dataset: Catalyst prediction with 721,799 reactions and 888 catalyst types from USPTO. Task: Predict which catalyst facilitates the given reaction. Reactant: [Cl-].[CH3:2][O:3][CH2:4][P+](C1C=CC=CC=1)(C1C=CC=CC=1)C1C=CC=CC=1.C([Li])CCC.[CH2:29]([O:36][C:37]1[C:38]([NH:45][C:46]2[S:47][CH:48]=[C:49]([CH3:51])[N:50]=2)=[N:39][CH:40]=[C:41]([CH:44]=1)[CH:42]=O)[C:30]1[CH:35]=[CH:34][CH:33]=[CH:32][CH:31]=1. Product: [CH2:29]([O:36][C:37]1[C:38]([NH:45][C:46]2[S:47][CH:48]=[C:49]([CH3:51])[N:50]=2)=[N:39][CH:40]=[C:41]([CH:42]=[CH:2][O:3][CH3:4])[CH:44]=1)[C:30]1[CH:35]=[CH:34][CH:33]=[CH:32][CH:31]=1. The catalyst class is: 1.